Dataset: Peptide-MHC class II binding affinity with 134,281 pairs from IEDB. Task: Regression. Given a peptide amino acid sequence and an MHC pseudo amino acid sequence, predict their binding affinity value. This is MHC class II binding data. (1) The peptide sequence is TLTHRLMSPHRVPNYNLF. The MHC is DRB1_0301 with pseudo-sequence DRB1_0301. The binding affinity (normalized) is 0.0367. (2) The peptide sequence is PRGGPGRSYAADAGY. The MHC is DRB1_1201 with pseudo-sequence DRB1_1201. The binding affinity (normalized) is 0. (3) The peptide sequence is FRLLQNSQVFSLIRP. The MHC is DRB1_0802 with pseudo-sequence DRB1_0802. The binding affinity (normalized) is 0.273. (4) The binding affinity (normalized) is 0.646. The peptide sequence is YDKFLANVSQVLTGK. The MHC is DRB1_1001 with pseudo-sequence DRB1_1001. (5) The MHC is HLA-DQA10101-DQB10501 with pseudo-sequence HLA-DQA10101-DQB10501. The peptide sequence is GKAFATYTNAKRIVK. The binding affinity (normalized) is 0.